Dataset: Peptide-MHC class I binding affinity with 185,985 pairs from IEDB/IMGT. Task: Regression. Given a peptide amino acid sequence and an MHC pseudo amino acid sequence, predict their binding affinity value. This is MHC class I binding data. (1) The peptide sequence is DWMERIEDF. The MHC is HLA-A80:01 with pseudo-sequence HLA-A80:01. The binding affinity (normalized) is 0.0847. (2) The peptide sequence is GYLEGTRTL. The MHC is HLA-B15:09 with pseudo-sequence HLA-B15:09. The binding affinity (normalized) is 0.0847. (3) The peptide sequence is PDLTQYAI. The MHC is H-2-Kd with pseudo-sequence H-2-Kd. The binding affinity (normalized) is 0. (4) The MHC is HLA-B15:01 with pseudo-sequence HLA-B15:01. The binding affinity (normalized) is 0. The peptide sequence is VCIDILRSL. (5) The peptide sequence is FVKKMLPKII. The MHC is HLA-A02:01 with pseudo-sequence HLA-A02:01. The binding affinity (normalized) is 0.0391. (6) The peptide sequence is RENGGYWLL. The MHC is HLA-B39:01 with pseudo-sequence HLA-B39:01. The binding affinity (normalized) is 0.432.